Dataset: Reaction yield outcomes from USPTO patents with 853,638 reactions. Task: Predict the reaction yield, written as a fraction of the theoretical maximum amount of product (1.0 means a 100% yield; for example, 0.34 means a 34% yield). (1) The reactants are [Cl:1][C:2]1[CH:3]=[C:4]2[C:9](=[CH:10][C:11]=1[O:12][C:13]1[CH:21]=[CH:20][C:16]([C:17]([OH:19])=O)=[CH:15][CH:14]=1)[O:8][CH2:7][CH2:6][CH:5]2[C:22]([O:24][CH2:25][CH3:26])=[O:23].C(Cl)(=O)C(Cl)=O.[Br:33][C:34]1[CH:39]=[CH:38][CH:37]=[CH:36][C:35]=1[CH2:40][CH2:41][NH2:42].CCN(C(C)C)C(C)C. The catalyst is C(Cl)Cl.CN(C=O)C. The product is [Br:33][C:34]1[CH:39]=[CH:38][CH:37]=[CH:36][C:35]=1[CH2:40][CH2:41][NH:42][C:17]([C:16]1[CH:20]=[CH:21][C:13]([O:12][C:11]2[CH:10]=[C:9]3[C:4]([CH:5]([C:22]([O:24][CH2:25][CH3:26])=[O:23])[CH2:6][CH2:7][O:8]3)=[CH:3][C:2]=2[Cl:1])=[CH:14][CH:15]=1)=[O:19]. The yield is 0.903. (2) The reactants are [C:1]1(=O)[C:13]2[C:5]([C:6]3[C:11]([CH:12]=2)=[CH:10][CH:9]=[CH:8][CH:7]=3)=[CH:4][CH:3]=[CH:2]1.[NH3:15].[ClH:16]. The catalyst is C(OCC)C. The product is [ClH:16].[C:1]1(=[NH:15])[C:13]2[C:5]([C:6]3[C:11]([CH:12]=2)=[CH:10][CH:9]=[CH:8][CH:7]=3)=[CH:4][CH:3]=[CH:2]1. The yield is 0.710. (3) The reactants are [F:1][C:2]1[CH:23]=[CH:22][CH:21]=[C:20]([F:24])[C:3]=1[CH2:4][O:5][C:6]1[C:7]2[N:8]([C:13]([C:17](O)=[O:18])=[C:14]([CH3:16])[N:15]=2)[CH:9]=[C:10]([CH3:12])[N:11]=1.CN(C(ON1N=NC2C=CC=NC1=2)=[N+](C)C)C.F[P-](F)(F)(F)(F)F.C(N(CC)C(C)C)(C)C.Cl.Cl.F[CH2:61][CH2:62][C:63]([CH3:67])([NH2:66])[CH2:64][NH2:65].C(O)(C(F)(F)[F:71])=O. The catalyst is CN(C=O)C.O.C(#N)C. The product is [NH2:66][C:63]([CH3:67])([CH2:62][CH3:61])[CH:64]([F:71])[NH:65][C:17]([C:13]1[N:8]2[CH:9]=[C:10]([CH3:12])[N:11]=[C:6]([O:5][CH2:4][C:3]3[C:2]([F:1])=[CH:23][CH:22]=[CH:21][C:20]=3[F:24])[C:7]2=[N:15][C:14]=1[CH3:16])=[O:18]. The yield is 0.490. (4) The reactants are [F:1][C:2]([F:29])([F:28])[CH:3]([C:19]1[CH:24]=[C:23]([Cl:25])[C:22]([Cl:26])=[C:21]([Cl:27])[CH:20]=1)/[CH:4]=[CH:5]/[C:6]1[CH:14]=[CH:13][C:9]([C:10](O)=[O:11])=[C:8]([C:15]([F:18])([F:17])[F:16])[CH:7]=1.[C:30]([O:34][C:35](=[O:41])[N:36]([CH2:38][CH2:39][NH2:40])[CH3:37])([CH3:33])([CH3:32])[CH3:31].O.N1(O)C2C=CC=CC=2N=N1.C(N(C(C)C)C(C)C)C. The catalyst is C(#N)C. The product is [CH3:37][N:36]([CH2:38][CH2:39][NH:40][C:10](=[O:11])[C:9]1[CH:13]=[CH:14][C:6](/[CH:5]=[CH:4]/[CH:3]([C:19]2[CH:20]=[C:21]([Cl:27])[C:22]([Cl:26])=[C:23]([Cl:25])[CH:24]=2)[C:2]([F:29])([F:1])[F:28])=[CH:7][C:8]=1[C:15]([F:16])([F:18])[F:17])[C:35](=[O:41])[O:34][C:30]([CH3:33])([CH3:31])[CH3:32]. The yield is 0.380. (5) The reactants are [CH3:1][N:2]([CH3:32])[C:3]([C:5]1[N:26]([CH:27]2[CH2:31][CH2:30][CH2:29][CH2:28]2)[C:8]2[N:9]=[C:10]([NH:13][C:14]3[CH:19]=[CH:18][C:17]([N:20]4[CH2:25][CH2:24][NH:23][CH2:22][CH2:21]4)=[CH:16][N:15]=3)[N:11]=[CH:12][C:7]=2[CH:6]=1)=[O:4].[CH3:33][C:34]([CH3:36])=O.[BH-](OC(C)=O)(OC(C)=O)OC(C)=O.[Na+]. The catalyst is ClCCl. The product is [CH3:1][N:2]([CH3:32])[C:3]([C:5]1[N:26]([CH:27]2[CH2:31][CH2:30][CH2:29][CH2:28]2)[C:8]2[N:9]=[C:10]([NH:13][C:14]3[CH:19]=[CH:18][C:17]([N:20]4[CH2:21][CH2:22][N:23]([CH:34]([CH3:36])[CH3:33])[CH2:24][CH2:25]4)=[CH:16][N:15]=3)[N:11]=[CH:12][C:7]=2[CH:6]=1)=[O:4]. The yield is 0.610. (6) The catalyst is CO.C(N)(=S)C1C=CN=CC=1. The yield is 0.640. The reactants are Cl[CH2:2][C:3]([C:5]1[CH2:10][N:9]([C:11]([O:13][CH2:14][CH:15]=[CH2:16])=[O:12])[CH:8]([CH3:17])[CH2:7][CH:6]=1)=O.[C:18](=[S:21])([S-:20])[NH2:19].[NH4+]. The product is [CH3:17][CH:8]1[CH2:7][CH:6]=[C:5]([C:3]2[N:19]=[C:18]([SH:21])[S:20][CH:2]=2)[CH2:10][N:9]1[C:11]([O:13][CH2:14][CH:15]=[CH2:16])=[O:12]. (7) The reactants are [F:1][C:2]1[CH:3]=[C:4]2[C:8](=[CH:9][C:10]=1[F:11])[NH:7][CH:6]=[CH:5]2.[OH-].[K+].[I:14]I. The catalyst is CN(C=O)C. The product is [F:1][C:2]1[CH:3]=[C:4]2[C:8](=[CH:9][C:10]=1[F:11])[NH:7][CH:6]=[C:5]2[I:14]. The yield is 1.00. (8) The reactants are [OH-].[K+].C([O:5][C:6](=[O:31])[C:7]([CH2:22][CH2:23][CH2:24][CH2:25][C:26]([CH3:30])([CH3:29])[CH2:27][OH:28])([CH2:13][CH2:14][CH2:15][CH2:16][C:17]([CH3:21])([CH3:20])[CH2:18][OH:19])[C:8]([O:10]CC)=[O:9])C. The catalyst is O.C(O)C. The product is [OH:28][CH2:27][C:26]([CH3:30])([CH3:29])[CH2:25][CH2:24][CH2:23][CH2:22][C:7]([CH2:13][CH2:14][CH2:15][CH2:16][C:17]([CH3:21])([CH3:20])[CH2:18][OH:19])([C:8]([OH:10])=[O:9])[C:6]([OH:31])=[O:5]. The yield is 0.823. (9) The reactants are [F:1][C:2]1[CH:7]=[CH:6][C:5]([C:8]2[N:13]=[C:12]3[CH:14]=[CH:15][S:16][C:11]3=[C:10](O)[CH:9]=2)=[CH:4][CH:3]=1.P(Cl)(Cl)([Cl:20])=O. No catalyst specified. The product is [Cl:20][C:10]1[CH:9]=[C:8]([C:5]2[CH:6]=[CH:7][C:2]([F:1])=[CH:3][CH:4]=2)[N:13]=[C:12]2[CH:14]=[CH:15][S:16][C:11]=12. The yield is 0.880. (10) The reactants are [CH2:1]([O:3][C:4](=[O:17])[CH2:5][CH2:6][C:7]1[C:12]([CH2:13][OH:14])=[CH:11][N:10]=[C:9]([CH3:15])[C:8]=1[OH:16])[CH3:2].Br[CH2:19][C:20]1[CH:25]=[CH:24][C:23]([C:26]#[N:27])=[CH:22][CH:21]=1. No catalyst specified. The product is [CH2:1]([O:3][C:4](=[O:17])[CH2:5][CH2:6][C:7]1[C:12]([CH2:13][OH:14])=[CH:11][N:10]=[C:9]([CH3:15])[C:8]=1[O:16][CH2:19][C:20]1[CH:25]=[CH:24][C:23]([C:26]#[N:27])=[CH:22][CH:21]=1)[CH3:2]. The yield is 0.700.